The task is: Regression/Classification. Given a drug SMILES string, predict its absorption, distribution, metabolism, or excretion properties. Task type varies by dataset: regression for continuous measurements (e.g., permeability, clearance, half-life) or binary classification for categorical outcomes (e.g., BBB penetration, CYP inhibition). Dataset: cyp3a4_veith.. This data is from CYP3A4 inhibition data for predicting drug metabolism from PubChem BioAssay. The result is 0 (non-inhibitor). The molecule is Cc1cccc(N2CC(O)=C(c3nc4ccccc4n3C)C2=N)c1.